This data is from Catalyst prediction with 721,799 reactions and 888 catalyst types from USPTO. The task is: Predict which catalyst facilitates the given reaction. (1) Reactant: [Br:1][C:2]1[CH:3]=[CH:4][C:5](=[C:8]2C(=O)OC(C)(C)[O:10][C:9]2=[O:17])[NH:6][CH:7]=1. Product: [Br:1][C:2]1[CH:3]=[CH:4][C:5]([CH2:8][C:9]([OH:17])=[O:10])=[N:6][CH:7]=1. The catalyst class is: 33. (2) Reactant: [C:1]([C:3]1[CH:4]=[C:5]2[C:9](=[CH:10][C:11]=1[CH2:12][CH3:13])[N:8]([CH2:14][CH2:15][CH2:16][C:17]([O:19][CH2:20][CH3:21])=[O:18])[N:7]=[CH:6]2)#[N:2].Cl.[NH2:23][OH:24].C(=O)(O)[O-].[Na+]. Product: [CH2:12]([C:11]1[CH:10]=[C:9]2[C:5]([CH:6]=[N:7][N:8]2[CH2:14][CH2:15][CH2:16][C:17]([O:19][CH2:20][CH3:21])=[O:18])=[CH:4][C:3]=1[C:1]([NH:23][OH:24])=[NH:2])[CH3:13]. The catalyst class is: 8. (3) Reactant: ClC(Cl)(O[C:5](=[O:11])OC(Cl)(Cl)Cl)Cl.[C:13]1([S:19][C:20]2[CH:25]=[CH:24][CH:23]=[CH:22][C:21]=2[NH2:26])[CH:18]=[CH:17][CH:16]=[CH:15][CH:14]=1. Product: [N:26]([C:21]1[CH:22]=[CH:23][CH:24]=[CH:25][C:20]=1[S:19][C:13]1[CH:14]=[CH:15][CH:16]=[CH:17][CH:18]=1)=[C:5]=[O:11]. The catalyst class is: 12. (4) Reactant: C(OC([N:8]1[CH2:12][C@@H:11]([CH2:13][NH2:14])[CH2:10][C@H:9]1[C:15]([N:17]1[CH2:21][CH2:20][S:19][CH2:18]1)=[O:16])=O)(C)(C)C.C(N(CC)C(C)C)(C)C.Cl[S:32]([C:35]1[CH:43]=[CH:42][C:38]([C:39]([OH:41])=[O:40])=[CH:37][CH:36]=1)(=[O:34])=[O:33]. Product: [S:19]1[CH2:20][CH2:21][N:17]([C:15]([C@H:9]2[NH:8][CH2:12][C@@H:11]([CH2:13][NH:14][S:32]([C:35]3[CH:36]=[CH:37][C:38]([C:39]([OH:41])=[O:40])=[CH:42][CH:43]=3)(=[O:34])=[O:33])[CH2:10]2)=[O:16])[CH2:18]1. The catalyst class is: 1. (5) Reactant: [CH3:1][C:2]1[CH:3]=[C:4]([OH:9])[CH:5]=[C:6]([CH3:8])[CH:7]=1.C(=O)([O-])[O-].[K+].[K+].Br[CH2:17][CH2:18][O:19][Si:20]([C:23]([CH3:26])([CH3:25])[CH3:24])([CH3:22])[CH3:21]. Product: [C:23]([Si:20]([O:19][CH2:18][CH2:17][O:9][C:4]1[CH:5]=[C:6]([CH3:8])[CH:7]=[C:2]([CH3:1])[CH:3]=1)([CH3:22])[CH3:21])([CH3:26])([CH3:25])[CH3:24]. The catalyst class is: 9. (6) Reactant: Cl.C([O:6][C:7](=[O:36])[CH2:8][N:9]([S:18]([C:21]1[CH:30]=[C:29]2[C:24]([C:25]([Cl:35])=[CH:26][N:27]=[C:28]2[NH:31][C:32]([NH2:34])=[NH:33])=[CH:23][CH:22]=1)(=[O:20])=[O:19])[CH2:10][C:11]1[CH:16]=[CH:15][CH:14]=[C:13]([Cl:17])[CH:12]=1)(C)(C)C.[C:37]([C:41]([OH:43])=[O:42])([F:40])([F:39])[F:38]. Product: [F:38][C:37]([F:40])([F:39])[C:41]([OH:43])=[O:42].[Cl:35][C:25]1[C:24]2[C:29](=[CH:30][C:21]([S:18]([N:9]([CH2:10][C:11]3[CH:16]=[CH:15][CH:14]=[C:13]([Cl:17])[CH:12]=3)[CH2:8][C:7]([OH:36])=[O:6])(=[O:20])=[O:19])=[CH:22][CH:23]=2)[C:28]([NH:31][C:32]([NH2:34])=[NH:33])=[N:27][CH:26]=1. The catalyst class is: 11.